Predict the product of the given reaction. From a dataset of Forward reaction prediction with 1.9M reactions from USPTO patents (1976-2016). (1) Given the reactants CN(C=O)C.[H-].[Na+].[N+:8]([C:11]1[N:16]=[CH:15][C:14]2[CH:17]=[CH:18][O:19][C:13]=2[C:12]=1[OH:20])([O-:10])=[O:9].Br[CH2:22][C:23]1[CH:28]=[CH:27][C:26]([NH:29][C:30]([C:32]2[C:33](=[O:45])[N:34]([C:38]3[CH:43]=[CH:42][C:41]([F:44])=[CH:40][CH:39]=3)[CH:35]=[CH:36][CH:37]=2)=[O:31])=[CH:25][CH:24]=1, predict the reaction product. The product is: [N+:8]([C:11]1[N:16]=[CH:15][C:14]2[CH:17]=[CH:18][O:19][C:13]=2[C:12]=1[O:20][CH2:22][C:23]1[CH:28]=[CH:27][C:26]([NH:29][C:30]([C:32]2[C:33](=[O:45])[N:34]([C:38]3[CH:39]=[CH:40][C:41]([F:44])=[CH:42][CH:43]=3)[CH:35]=[CH:36][CH:37]=2)=[O:31])=[CH:25][CH:24]=1)([O-:10])=[O:9]. (2) The product is: [Cl:7][C:8]1[CH:13]=[C:12]([CH2:14][C:15]([N:17]2[C:25]3[C:20](=[CH:21][C:22]([C:26]4[CH:31]=[CH:30][C:29]([C:32]([F:33])([F:34])[F:35])=[CH:28][CH:27]=4)=[CH:23][CH:24]=3)[C:19]([CH3:36])([CH3:37])[CH2:18]2)=[O:16])[CH:11]=[CH:10][C:9]=1[O:38][CH2:40][C:41]([O:43][C:44]([CH3:47])([CH3:46])[CH3:45])=[O:42]. Given the reactants C(=O)([O-])[O-].[K+].[K+].[Cl:7][C:8]1[CH:13]=[C:12]([CH2:14][C:15]([N:17]2[C:25]3[C:20](=[CH:21][C:22]([C:26]4[CH:31]=[CH:30][C:29]([C:32]([F:35])([F:34])[F:33])=[CH:28][CH:27]=4)=[CH:23][CH:24]=3)[C:19]([CH3:37])([CH3:36])[CH2:18]2)=[O:16])[CH:11]=[CH:10][C:9]=1[OH:38].Br[CH2:40][C:41]([O:43][C:44]([CH3:47])([CH3:46])[CH3:45])=[O:42], predict the reaction product. (3) Given the reactants [Si]([O:8][CH2:9][C:10]1[CH:25]=[CH:24][C:13]2=[C:14]3[C:19](=[C:20]([NH2:22])[N:21]=[C:12]2[CH:11]=1)[N:18]=[C:17]([Cl:23])[CH:16]=[CH:15]3)(C(C)(C)C)(C)C.CCCC[N+](CCCC)(CCCC)CCCC.[F-], predict the reaction product. The product is: [NH2:22][C:20]1[C:19]2[N:18]=[C:17]([Cl:23])[CH:16]=[CH:15][C:14]=2[C:13]2[CH:24]=[CH:25][C:10]([CH2:9][OH:8])=[CH:11][C:12]=2[N:21]=1. (4) Given the reactants [OH:1][CH:2]([C:20]1[CH:25]=[CH:24][C:23]([O:26][C:27]([F:30])([F:29])[F:28])=[CH:22][CH:21]=1)[CH2:3][CH2:4][C:5]1[CH:17]=[C:16]([CH3:18])[C:8]([O:9][C:10]([CH3:15])([CH3:14])[C:11]([OH:13])=[O:12])=[C:7]([CH3:19])[CH:6]=1.O.[CH3:32]O, predict the reaction product. The product is: [CH3:32][O:1][CH:2]([C:20]1[CH:25]=[CH:24][C:23]([O:26][C:27]([F:28])([F:29])[F:30])=[CH:22][CH:21]=1)[CH2:3][CH2:4][C:5]1[CH:17]=[C:16]([CH3:18])[C:8]([O:9][C:10]([CH3:15])([CH3:14])[C:11]([OH:13])=[O:12])=[C:7]([CH3:19])[CH:6]=1.